The task is: Predict the reactants needed to synthesize the given product.. This data is from Full USPTO retrosynthesis dataset with 1.9M reactions from patents (1976-2016). (1) Given the product [C:2]([O:6][C:7](=[O:26])[N:8]([CH:11]([CH3:25])[CH2:12][C:13]1[CH:24]=[CH:23][C:16]2[O:17][CH:18]([CH2:20][NH2:21])[O:19][C:15]=2[CH:14]=1)[CH2:9][CH3:10])([CH3:3])([CH3:4])[CH3:5], predict the reactants needed to synthesize it. The reactants are: [Li].[C:2]([O:6][C:7](=[O:26])[N:8]([CH:11]([CH3:25])[CH2:12][C:13]1[CH:24]=[CH:23][C:16]2[O:17][CH:18]([C:20](=O)[NH2:21])[O:19][C:15]=2[CH:14]=1)[CH2:9][CH3:10])([CH3:5])([CH3:4])[CH3:3]. (2) Given the product [OH:43][CH:36]([CH2:37][N:38]1[CH2:42][CH2:41][CH2:40][CH2:39]1)[CH2:35][NH:34][C:30]([C:26]1[C:25]([CH3:33])=[C:24](/[CH:23]=[C:16]2\[C:17](=[O:22])[NH:18][C:19]3[C:15]\2=[CH:14][C:13]([S:10]([CH2:9][C:3]2[C:2]([Cl:1])=[CH:7][CH:6]=[CH:5][C:4]=2[Cl:8])(=[O:11])=[O:12])=[CH:21][CH:20]=3)[NH:28][C:27]=1[CH3:29])=[O:32], predict the reactants needed to synthesize it. The reactants are: [Cl:1][C:2]1[CH:7]=[CH:6][CH:5]=[C:4]([Cl:8])[C:3]=1[CH2:9][S:10]([C:13]1[CH:14]=[C:15]2[C:19](=[CH:20][CH:21]=1)[NH:18][C:17](=[O:22])/[C:16]/2=[CH:23]\[C:24]1[NH:28][C:27]([CH3:29])=[C:26]([C:30]([OH:32])=O)[C:25]=1[CH3:33])(=[O:12])=[O:11].[NH2:34][CH2:35][CH:36]([OH:43])[CH2:37][N:38]1[CH2:42][CH2:41][CH2:40][CH2:39]1. (3) Given the product [Br:8][C:3]1[C:4]([CH3:7])=[N:5][O:6][C:2]=1[NH:1][S:19]([C:17]1[S:18][C:14]([C:11]2[CH:12]=[CH:13][S:9][CH:10]=2)=[CH:15][CH:16]=1)(=[O:20])=[O:21], predict the reactants needed to synthesize it. The reactants are: [NH2:1][C:2]1[O:6][N:5]=[C:4]([CH3:7])[C:3]=1[Br:8].[S:9]1[CH:13]=[CH:12][C:11]([C:14]2[S:18][C:17]([S:19](Cl)(=[O:21])=[O:20])=[CH:16][CH:15]=2)=[CH:10]1. (4) Given the product [CH3:35][S:36]([O:23][CH2:22][C:17]1[CH:16]=[C:15]2[C:20]([CH:21]=[C:12]([C:10]3[N:11]=[C:6]4[C:5]([CH3:25])=[N:4][C:3]([CH3:2])=[CH:8][N:7]4[CH:9]=3)[C:13](=[O:24])[O:14]2)=[CH:19][CH:18]=1)(=[O:38])=[O:37], predict the reactants needed to synthesize it. The reactants are: Br.[CH3:2][C:3]1[N:4]=[C:5]([CH3:25])[C:6]2[N:7]([CH:9]=[C:10]([C:12]3[C:13](=[O:24])[O:14][C:15]4[C:20]([CH:21]=3)=[CH:19][CH:18]=[C:17]([CH2:22][OH:23])[CH:16]=4)[N:11]=2)[CH:8]=1.C(N(C(C)C)CC)(C)C.[CH3:35][S:36](Cl)(=[O:38])=[O:37]. (5) Given the product [F:9][C:10]1[CH:16]=[C:15]([S:1][C:2]#[N:3])[CH:14]=[CH:13][C:11]=1[NH2:12], predict the reactants needed to synthesize it. The reactants are: [S-:1][C:2]#[N:3].[Na+].[Br-].[Na+].BrBr.[F:9][C:10]1[CH:16]=[CH:15][CH:14]=[CH:13][C:11]=1[NH2:12].C(=O)([O-])[O-].[Na+].[Na+].